Dataset: Full USPTO retrosynthesis dataset with 1.9M reactions from patents (1976-2016). Task: Predict the reactants needed to synthesize the given product. (1) Given the product [P:1]([OH:35])([OH:34])([O:3][C:4]([C:26]1[CH:31]=[CH:30][C:29]([F:32])=[CH:28][C:27]=1[F:33])([CH:11]([C:13]1[S:14][CH:15]=[C:16]([C:18]2[CH:23]=[CH:22][C:21]([C:24]#[N:25])=[CH:20][CH:19]=2)[N:17]=1)[CH3:12])[CH2:5][N:6]1[CH:10]=[N:9][CH:8]=[N:7]1)=[O:2], predict the reactants needed to synthesize it. The reactants are: [P:1]([O-:35])([O-:34])([O:3][C:4]([C:26]1[CH:31]=[CH:30][C:29]([F:32])=[CH:28][C:27]=1[F:33])([CH:11]([C:13]1[S:14][CH:15]=[C:16]([C:18]2[CH:23]=[CH:22][C:21]([C:24]#[N:25])=[CH:20][CH:19]=2)[N:17]=1)[CH3:12])[CH2:5][N:6]1[CH:10]=[N:9][CH:8]=[N:7]1)=[O:2].Br[Si](C)(C)C.N1C=CC=CC=1.[OH-].[Na+]. (2) Given the product [F:1][C:2]([F:7])([F:6])[C:3]([OH:5])=[O:4].[Cl:15][C:16]1[CH:17]=[N:18][C:19]2[NH:20][C:21]3[CH:22]=[CH:23][CH:24]=[C:25]([CH:38]=3)[CH2:26][CH2:27][C:28]3[CH:36]=[C:32]([NH:33][C:34]=1[N:35]=2)[CH:31]=[C:30]([NH:37][C:47]([NH:46][C:41]1[CH:42]=[CH:43][CH:44]=[CH:45][C:40]=1[F:39])=[O:48])[CH:29]=3, predict the reactants needed to synthesize it. The reactants are: [F:1][C:2]([F:7])([F:6])[C:3]([OH:5])=[O:4].FC(F)(F)C(O)=O.[Cl:15][C:16]1[CH:17]=[N:18][C:19]2[NH:20][C:21]3[CH:22]=[CH:23][CH:24]=[C:25]([CH:38]=3)[CH2:26][CH2:27][C:28]3[CH:36]=[C:32]([NH:33][C:34]=1[N:35]=2)[CH:31]=[C:30]([NH2:37])[CH:29]=3.[F:39][C:40]1[CH:45]=[CH:44][CH:43]=[CH:42][C:41]=1[N:46]=[C:47]=[O:48].